From a dataset of Forward reaction prediction with 1.9M reactions from USPTO patents (1976-2016). Predict the product of the given reaction. (1) Given the reactants [NH:1]1[CH:5]=[C:4]([C:6]([O:8][CH3:9])=[O:7])[N:3]=[CH:2]1.[H-].[Na+].Br[CH2:13][C:14]#[N:15], predict the reaction product. The product is: [C:14]([CH2:13][N:1]1[CH:5]=[C:4]([C:6]([O:8][CH3:9])=[O:7])[N:3]=[CH:2]1)#[N:15]. (2) Given the reactants [NH2:1][C:2]1[N:3]([CH3:24])[C:4](=[O:23])[C@:5]2([N:22]=1)[C:14]1[CH:13]=[C:12](OC)[CH:11]=[CH:10][C:9]=1[O:8][C@@:7]1([CH3:21])[CH2:17][CH2:18][CH2:19][O:20][C@H:6]21.[F:25][C:26]1[C:31](B(O)O)=[CH:30][CH:29]=[CH:28][N:27]=1, predict the reaction product. The product is: [NH2:1][C:2]1[N:3]([CH3:24])[C:4](=[O:23])[C@:5]2([N:22]=1)[C:14]1[CH:13]=[C:12]([C:31]3[C:26]([F:25])=[N:27][CH:28]=[CH:29][CH:30]=3)[CH:11]=[CH:10][C:9]=1[O:8][C@@:7]1([CH3:21])[CH2:17][CH2:18][CH2:19][O:20][C@H:6]21. (3) Given the reactants [CH2:1]([O:8][CH2:9][CH:10]=[CH2:11])[C:2]1[CH:7]=[CH:6][CH:5]=[CH:4][CH:3]=1.Cl[C:13](Cl)(Cl)[C:14](Cl)=[O:15].C(=O)([O-])O.[Na+].[Cl-].[NH4+], predict the reaction product. The product is: [CH2:1]([O:8][CH2:9][CH:10]1[CH2:13][C:14](=[O:15])[CH2:11]1)[C:2]1[CH:7]=[CH:6][CH:5]=[CH:4][CH:3]=1. (4) Given the reactants [CH2:1]([O:3][C:4]([C:6]1[NH:7][C:8]([CH:12]=[CH:13][C:14]([O:16][C:17]([CH3:20])([CH3:19])[CH3:18])=[O:15])=[CH:9][C:10]=1[CH3:11])=[O:5])[CH3:2].C(O)C, predict the reaction product. The product is: [CH2:1]([O:3][C:4]([C:6]1[NH:7][C:8]([CH2:12][CH2:13][C:14]([O:16][C:17]([CH3:18])([CH3:20])[CH3:19])=[O:15])=[CH:9][C:10]=1[CH3:11])=[O:5])[CH3:2]. (5) Given the reactants [C:1]([O:5][C:6]([C:8]1[C:9]([CH3:23])=[N:10][O:11][C:12]=1C1C=CC(C)=CC=1C(O)=O)=[O:7])([CH3:4])([CH3:3])[CH3:2].[C:24]([O:28][C:29](=[O:34])[CH2:30][C:31]([CH3:33])=O)(C)(C)C.[C:35](OC(=O)C(C(=O)C1C=CC(CC(O)=O)=CC=1)C(=O)C)(C)([CH3:37])[CH3:36].Cl.NO.C(O)C, predict the reaction product. The product is: [C:1]([O:5][C:6]([C:8]1[C:9]([CH3:23])=[N:10][O:11][C:12]=1[C:36]1[CH:35]=[CH:37][C:30]([C:29]([O:28][CH3:24])=[O:34])=[CH:31][CH:33]=1)=[O:7])([CH3:2])([CH3:3])[CH3:4]. (6) Given the reactants [O:1]1[CH2:6][CH2:5][CH2:4][CH2:3][C:2]1=O.O1CCCC(=O)C1.[C@@H:15]12[NH:22][C@@H:19]([CH2:20][CH2:21]1)[CH2:18][O:17][CH2:16]2.N1CCOCC1.CC1(C)C(C)(C)OB([C:37]2[CH:38]=[N:39][C:40]([NH2:43])=[N:41][CH:42]=2)O1.[CH2:45]([NH:47][C:48]([NH:50]C1C=CC(B2OC(C)(C)C(C)(C)O2)=CC=1)=O)C, predict the reaction product. The product is: [C@@H:19]12[N:22]([C:45]3[C:3]4[CH2:4][CH2:5][CH2:6][O:1][C:2]=4[N:50]=[C:48]([C:37]4[CH:38]=[N:39][C:40]([NH2:43])=[N:41][CH:42]=4)[N:47]=3)[C@@H:15]([CH2:21][CH2:20]1)[CH2:16][O:17][CH2:18]2.